This data is from Catalyst prediction with 721,799 reactions and 888 catalyst types from USPTO. The task is: Predict which catalyst facilitates the given reaction. (1) Reactant: [C:1]([O:5][C:6]([NH:8][CH2:9][CH2:10][OH:11])=[O:7])([CH3:4])([CH3:3])[CH3:2].O[N:13]1[C:17](=[O:18])[C:16]2=[CH:19][CH:20]=[CH:21][CH:22]=[C:15]2[C:14]1=[O:23].C1(P(C2C=CC=CC=2)C2C=CC=CC=2)C=CC=CC=1.N(C(OC(C)C)=O)=NC(OC(C)C)=O. Product: [C:1]([O:5][C:6](=[O:7])[NH:8][CH2:9][CH2:10][O:11][N:13]1[C:17](=[O:18])[C:16]2[C:15](=[CH:22][CH:21]=[CH:20][CH:19]=2)[C:14]1=[O:23])([CH3:4])([CH3:3])[CH3:2]. The catalyst class is: 7. (2) Reactant: [F:1][C:2]1[CH:3]=[C:4]([CH2:8][NH:9][CH2:10][C@H:11]2[CH2:15][CH2:14][CH2:13][N:12]2C(OC(C)(C)C)=O)[CH:5]=[CH:6][CH:7]=1.Cl. Product: [F:1][C:2]1[CH:3]=[C:4]([CH2:8][NH:9][CH2:10][C@H:11]2[CH2:15][CH2:14][CH2:13][NH:12]2)[CH:5]=[CH:6][CH:7]=1. The catalyst class is: 1. (3) Reactant: [F:1][C:2]1[CH:7]=[CH:6][CH:5]=[C:4](F)[C:3]=1[N+:9]([O-:11])=[O:10].[N-:12]=[N+:13]=[N-:14].[Na+]. Product: [N:12]([C:4]1[CH:5]=[CH:6][CH:7]=[C:2]([F:1])[C:3]=1[N+:9]([O-:11])=[O:10])=[N+:13]=[N-:14]. The catalyst class is: 16. (4) Reactant: [CH3:1][O:2][C:3](=[O:14])[C:4]1[C:9]([N+:10]([O-:12])=[O:11])=[CH:8][CH:7]=[CH:6][C:5]=1F.[C:15]([O:19][C:20](=[O:25])[NH:21][CH2:22][CH2:23][NH2:24])([CH3:18])([CH3:17])[CH3:16].C(=O)([O-])[O-].[K+].[K+]. Product: [CH3:1][O:2][C:3](=[O:14])[C:4]1[C:9]([N+:10]([O-:12])=[O:11])=[CH:8][CH:7]=[CH:6][C:5]=1[NH:24][CH2:23][CH2:22][NH:21][C:20]([O:19][C:15]([CH3:18])([CH3:17])[CH3:16])=[O:25]. The catalyst class is: 3. (5) Reactant: [F:1][C:2]1[CH:3]=[C:4]2[C:8](=[CH:9][CH:10]=1)[NH:7][C:6](=[O:11])[C:5]2=O.[C:13]1([CH2:19][C:20](=O)[CH2:21][CH3:22])[CH:18]=[CH:17][CH:16]=[CH:15][CH:14]=1.[OH-:24].[K+].O=S(Cl)Cl.[CH3:30]CO. Product: [CH2:21]([C:20]1[C:19]([C:13]2[CH:18]=[CH:17][CH:16]=[CH:15][CH:14]=2)=[C:5]([C:6]([O:11][CH3:30])=[O:24])[C:4]2[C:8](=[CH:9][CH:10]=[C:2]([F:1])[CH:3]=2)[N:7]=1)[CH3:22]. The catalyst class is: 232.